From a dataset of Forward reaction prediction with 1.9M reactions from USPTO patents (1976-2016). Predict the product of the given reaction. (1) Given the reactants [C:1]1([CH3:10])[CH:6]=[CH:5][CH:4]=[CH:3][C:2]=1B(O)O.[N+:11]([C:14]1[CH:19]=[CH:18][C:17](Cl)=[CH:16][CH:15]=1)([O-:13])=[O:12], predict the reaction product. The product is: [N+:11]([C:14]1[CH:19]=[CH:18][C:17]([C:4]2[CH:5]=[CH:6][C:1]([CH3:10])=[CH:2][CH:3]=2)=[CH:16][CH:15]=1)([O-:13])=[O:12]. (2) Given the reactants CNCC(O)CO.C([N:11]1[C:19]2[C:14](=[CH:15][CH:16]=[CH:17][CH:18]=2)[C:13](=[O:20])[C:12]1=[CH:21][C:22]([C:31]#[N:32])=[C:23]1[N:27]([CH3:28])[CH2:26][CH:25]([CH2:29][OH:30])[O:24]1)(=O)C, predict the reaction product. The product is: [C:31]([C:22](=[C:23]1[N:27]([CH3:28])[CH2:26][CH:25]([CH2:29][OH:30])[O:24]1)[CH:21]=[C:12]1[C:13](=[O:20])[C:14]2[C:19](=[CH:18][CH:17]=[CH:16][CH:15]=2)[NH:11]1)#[N:32]. (3) Given the reactants Cl.[N+:2]([C:5]1[CH:10]=[CH:9][CH:8]=[CH:7][C:6]=1[N:11]1[CH2:16][CH2:15][NH:14][CH2:13][CH2:12]1)([O-:4])=[O:3].Cl[C:18]1[C:27]2[C:22](=[CH:23][C:24]([O:30][CH3:31])=[C:25]([O:28][CH3:29])[CH:26]=2)[N:21]=[C:20]([CH:32]2[CH2:34][CH2:33]2)[N:19]=1.C([O-])([O-])=O.[K+].[K+], predict the reaction product. The product is: [CH:32]1([C:20]2[N:19]=[C:18]([N:14]3[CH2:13][CH2:12][N:11]([C:6]4[CH:7]=[CH:8][CH:9]=[CH:10][C:5]=4[N+:2]([O-:4])=[O:3])[CH2:16][CH2:15]3)[C:27]3[C:22](=[CH:23][C:24]([O:30][CH3:31])=[C:25]([O:28][CH3:29])[CH:26]=3)[N:21]=2)[CH2:34][CH2:33]1. (4) Given the reactants [Br:1][C:2]1[CH:7]=[CH:6][C:5]([NH2:8])=[C:4]([F:9])[CH:3]=1.[Li+].C[Si]([N-][Si](C)(C)C)(C)C.[CH2:20]([O:23][C:24]1[CH:29]=[C:28]([F:30])[C:27]([F:31])=[C:26](F)[C:25]=1[N+:33]([O-:35])=[O:34])[CH:21]=[CH2:22], predict the reaction product. The product is: [CH2:20]([O:23][C:24]1[C:25]([N+:33]([O-:35])=[O:34])=[C:26]([NH:8][C:5]2[CH:6]=[CH:7][C:2]([Br:1])=[CH:3][C:4]=2[F:9])[C:27]([F:31])=[C:28]([F:30])[CH:29]=1)[CH:21]=[CH2:22]. (5) Given the reactants [NH2:1][C:2]1[N:10]=[C:9]([CH2:11][O:12][CH3:13])[CH:8]=[CH:7][C:3]=1[C:4]([OH:6])=O.[F:14][C:15]([F:32])([F:31])[C:16]1[CH:17]=[C:18]([O:22][C:23]2[CH:24]=[C:25]([CH:28]=[CH:29][CH:30]=2)[CH2:26][NH2:27])[CH:19]=[CH:20][CH:21]=1.CN([P+](ON1N=NC2C=CC=CC1=2)(N(C)C)N(C)C)C.F[P-](F)(F)(F)(F)F.C(=O)(O)[O-].[Na+], predict the reaction product. The product is: [F:14][C:15]([F:31])([F:32])[C:16]1[CH:17]=[C:18]([O:22][C:23]2[CH:24]=[C:25]([CH2:26][NH:27][C:4](=[O:6])[C:3]3[CH:7]=[CH:8][C:9]([CH2:11][O:12][CH3:13])=[N:10][C:2]=3[NH2:1])[CH:28]=[CH:29][CH:30]=2)[CH:19]=[CH:20][CH:21]=1. (6) Given the reactants [Cl-].[Mg+2].[Cl-].[CH2:4](N(CC)CC)C.C(C(CC)(C([O-])=O)C([O-])=O)C.[CH3:22][O:23][C:24]1[CH:25]=[C:26]([CH:30]=[CH:31][C:32]=1[N+:33]([O-:35])=[O:34])[C:27](Cl)=[O:28].Cl, predict the reaction product. The product is: [CH3:22][O:23][C:24]1[CH:25]=[C:26]([C:27](=[O:28])[CH3:4])[CH:30]=[CH:31][C:32]=1[N+:33]([O-:35])=[O:34]. (7) Given the reactants [C:1]([C:3]1[C:8]2[N:9]=[N:10][N:11]([CH3:12])[C:7]=2[CH:6]=[C:5]([C:13]2[CH:14]=[C:15]([C:35]([F:38])([F:37])[F:36])[C:16]([O:19][CH2:20][CH2:21][CH:22]3[CH2:27][CH2:26][N:25](C(OC(C)(C)C)=O)[CH2:24][CH2:23]3)=[N:17][CH:18]=2)[N:4]=1)#[N:2].[F:39][C:40]([F:45])([F:44])[C:41]([OH:43])=[O:42], predict the reaction product. The product is: [F:39][C:40]([F:45])([F:44])[C:41]([OH:43])=[O:42].[CH3:12][N:11]1[C:7]2[CH:6]=[C:5]([C:13]3[CH:18]=[N:17][C:16]([O:19][CH2:20][CH2:21][CH:22]4[CH2:27][CH2:26][NH:25][CH2:24][CH2:23]4)=[C:15]([C:35]([F:36])([F:37])[F:38])[CH:14]=3)[N:4]=[C:3]([C:1]#[N:2])[C:8]=2[N:9]=[N:10]1.